This data is from Peptide-MHC class II binding affinity with 134,281 pairs from IEDB. The task is: Regression. Given a peptide amino acid sequence and an MHC pseudo amino acid sequence, predict their binding affinity value. This is MHC class II binding data. (1) The peptide sequence is AKRMIAISAKVARDI. The MHC is DRB1_1302 with pseudo-sequence DRB1_1302. The binding affinity (normalized) is 0.508. (2) The peptide sequence is VSRGTAKLRWFHERG. The MHC is DRB1_0701 with pseudo-sequence DRB1_0701. The binding affinity (normalized) is 0.301. (3) The peptide sequence is ALEDDLLNRNNSFKP. The MHC is HLA-DPA10201-DPB11401 with pseudo-sequence HLA-DPA10201-DPB11401. The binding affinity (normalized) is 0. (4) The peptide sequence is FTQTMKGVERLAVMG. The MHC is HLA-DQA10201-DQB10402 with pseudo-sequence HLA-DQA10201-DQB10402. The binding affinity (normalized) is 0.770.